This data is from Full USPTO retrosynthesis dataset with 1.9M reactions from patents (1976-2016). The task is: Predict the reactants needed to synthesize the given product. (1) Given the product [Br:1][C:2]1[CH:3]=[C:4]([C:8]([C:13]([O:15][C:16]([CH3:19])([CH3:18])[CH3:17])=[O:14])([CH3:12])[C:9]([O:11][CH3:20])=[O:10])[CH:5]=[CH:6][CH:7]=1, predict the reactants needed to synthesize it. The reactants are: [Br:1][C:2]1[CH:3]=[C:4]([C:8]([C:13]([O:15][C:16]([CH3:19])([CH3:18])[CH3:17])=[O:14])([CH3:12])[C:9]([OH:11])=[O:10])[CH:5]=[CH:6][CH:7]=1.[C:20]1(C)C=CC=CC=1.[Si](C=[N+]=[N-])(C)(C)C. (2) Given the product [CH3:1][C:2]1([CH3:21])[C:6]2[CH:7]=[C:8]([O:11][C:12]3[CH:17]=[CH:16][C:15]([NH2:18])=[CH:14][CH:13]=3)[CH:9]=[CH:10][C:5]=2[CH2:4][O:3]1, predict the reactants needed to synthesize it. The reactants are: [CH3:1][C:2]1([CH3:21])[C:6]2[CH:7]=[C:8]([O:11][C:12]3[CH:17]=[CH:16][C:15]([N+:18]([O-])=O)=[CH:14][CH:13]=3)[CH:9]=[CH:10][C:5]=2[CH2:4][O:3]1. (3) Given the product [Cl:8][C:4]1[CH:5]=[CH:6][CH:7]=[C:2]([Cl:1])[C:3]=1[NH:9][C:10]1[N:11]([CH3:32])[C:12]2[C:21]3[C:20](=[O:22])[NH:19][C:18]([CH:23]=[CH:24][CH2:25][N:42]4[CH2:41][CH2:40][P:39](=[O:45])([C:33]5[CH:38]=[CH:37][CH:36]=[CH:35][CH:34]=5)[CH2:44][CH2:43]4)=[C:17]([CH3:30])[C:16]=3[CH:15]=[CH:14][C:13]=2[N:31]=1, predict the reactants needed to synthesize it. The reactants are: [Cl:1][C:2]1[CH:7]=[CH:6][CH:5]=[C:4]([Cl:8])[C:3]=1[NH:9][C:10]1[N:11]([CH3:32])[C:12]2[C:21]3[C:20](=[O:22])[NH:19][C:18]([CH:23](OC(=O)C)[CH:24]=[CH2:25])=[C:17]([CH3:30])[C:16]=3[CH:15]=[CH:14][C:13]=2[N:31]=1.[C:33]1([P:39]2(=[O:45])[CH2:44][CH2:43][NH:42][CH2:41][CH2:40]2)[CH:38]=[CH:37][CH:36]=[CH:35][CH:34]=1. (4) Given the product [Br:12][C:5]1[CH:6]=[C:7]([C:8]([F:9])([F:11])[F:10])[C:2]([NH2:1])=[N:3][CH:4]=1, predict the reactants needed to synthesize it. The reactants are: [NH2:1][C:2]1[C:7]([C:8]([F:11])([F:10])[F:9])=[CH:6][CH:5]=[CH:4][N:3]=1.[Br:12]Br. (5) The reactants are: [CH2:1]([O:3][C:4](=[O:11])[CH2:5][NH:6][C:7](=[O:10])NN)[CH3:2].[C:12](=[N:25][NH:26][C:27]([NH2:29])=[O:28])([C:19]1[CH:24]=[CH:23][CH:22]=[CH:21][CH:20]=1)[C:13]1[CH:18]=[CH:17][CH:16]=[CH:15][CH:14]=1.CC(C)([O-])C.[K+].C(Br)C=C. Given the product [CH2:1]([O:3][C:4](=[O:11])[CH2:5][NH:6][C:7](=[O:10])[CH2:27][NH:26][NH:25][CH:12]=[CH2:13])[CH3:2].[C:12](=[N:25][NH:26][C:27]([NH2:29])=[O:28])([C:19]1[CH:24]=[CH:23][CH:22]=[CH:21][CH:20]=1)[C:13]1[CH:14]=[CH:15][CH:16]=[CH:17][CH:18]=1, predict the reactants needed to synthesize it. (6) Given the product [F:29][C:30]1[CH:31]=[C:32]([CH:35]=[C:36]([F:38])[CH:37]=1)[CH2:33][N:8]1[C:9]2[C:5](=[CH:4][CH:3]=[CH:2][CH:10]=2)[C:6]([C:11]([N:13]2[CH2:18][CH2:17][C:16]3([C:22]4[CH:23]=[CH:24][C:25]([F:27])=[CH:26][C:21]=4[C:20](=[O:28])[O:19]3)[CH2:15][CH2:14]2)=[O:12])=[CH:7]1, predict the reactants needed to synthesize it. The reactants are: Cl[C:2]1[CH:10]=[C:9]2[C:5]([C:6]([C:11]([N:13]3[CH2:18][CH2:17][C:16]4([C:22]5[CH:23]=[CH:24][C:25]([F:27])=[CH:26][C:21]=5[C:20](=[O:28])[O:19]4)[CH2:15][CH2:14]3)=[O:12])=[CH:7][NH:8]2)=[CH:4][CH:3]=1.[F:29][C:30]1[CH:31]=[C:32]([CH:35]=[C:36]([F:38])[CH:37]=1)[CH2:33]Cl. (7) Given the product [N:1]1([CH2:6][C:7]2[S:11][C:10]([C:12]3[CH:17]=[C:16]([O:18][C:19]([F:21])([F:22])[F:20])[CH:15]=[CH:14][C:13]=3[S:23]([NH2:26])(=[O:24])=[O:25])=[N:9][CH:8]=2)[CH:5]=[CH:4][N:3]=[CH:2]1, predict the reactants needed to synthesize it. The reactants are: [N:1]1([CH2:6][C:7]2[S:11][C:10]([C:12]3[CH:17]=[C:16]([O:18][C:19]([F:22])([F:21])[F:20])[CH:15]=[CH:14][C:13]=3[S:23]([NH:26]C(C)(C)C)(=[O:25])=[O:24])=[N:9][CH:8]=2)[CH:5]=[CH:4][N:3]=[CH:2]1.C([O-])(O)=O.[Na+].